Dataset: Forward reaction prediction with 1.9M reactions from USPTO patents (1976-2016). Task: Predict the product of the given reaction. (1) Given the reactants [OH:1][C:2]1[C:11]2[C:6](=[CH:7][C:8]([O:12][CH3:13])=[CH:9][CH:10]=2)[N:5]=[C:4]([C:14]2[N:15]=[CH:16][S:17][CH:18]=2)[CH:3]=1.C(C1N=C(C2C=C(O[CH:38]3[CH2:56][CH:55]4[N:40]([C:41](=[O:61])[CH2:42][CH2:43][CH2:44][CH2:45][CH2:46][CH2:47][CH:48]=[CH:49][CH:50]5[C:52]([C:58]([OH:60])=[O:59])([NH:53][C:54]4=[O:57])[CH2:51]5)[CH2:39]3)C3C(=CC(OC)=CC=3)N=2)SC=1)(C)C, predict the reaction product. The product is: [CH3:13][O:12][C:8]1[CH:7]=[C:6]2[C:11]([C:2]([O:1][CH:38]3[CH2:56][CH:55]4[N:40]([C:41](=[O:61])[CH2:42][CH2:43][CH2:44][CH2:45][CH2:46][CH2:47][CH:48]=[CH:49][CH:50]5[C:52]([C:58]([OH:60])=[O:59])([NH:53][C:54]4=[O:57])[CH2:51]5)[CH2:39]3)=[CH:3][C:4]([C:14]3[N:15]=[CH:16][S:17][CH:18]=3)=[N:5]2)=[CH:10][CH:9]=1. (2) Given the reactants [CH3:1][O:2][C:3]1[CH:12]=[CH:11][C:6]2[C:7](=[O:10])[CH2:8][O:9][C:5]=2[C:4]=1[C:13]#[C:14][C:15]([N:18]1[CH2:23][CH2:22][N:21]([C:24]([O:26][C:27]([CH3:30])([CH3:29])[CH3:28])=[O:25])[CH2:20][CH2:19]1)([CH3:17])[CH3:16].[NH:31]1[C:39]2[C:34](=[CH:35][CH:36]=[CH:37][CH:38]=2)[C:33]([CH:40]=O)=[N:32]1.N1CCCCC1, predict the reaction product. The product is: [NH:31]1[C:39]2[C:34](=[CH:35][CH:36]=[CH:37][CH:38]=2)[C:33](/[CH:40]=[C:8]2\[O:9][C:5]3[C:4]([C:13]#[C:14][C:15]([N:18]4[CH2:19][CH2:20][N:21]([C:24]([O:26][C:27]([CH3:30])([CH3:29])[CH3:28])=[O:25])[CH2:22][CH2:23]4)([CH3:17])[CH3:16])=[C:3]([O:2][CH3:1])[CH:12]=[CH:11][C:6]=3[C:7]\2=[O:10])=[N:32]1. (3) Given the reactants O[C:2]([C:5]1[CH:10]=[CH:9][N:8]=[C:7]([C:11]([O:13][CH2:14][CH3:15])=[O:12])[CH:6]=1)([CH3:4])[CH3:3].CCN(S(F)(F)[F:22])CC.C([O-])(O)=O.[Na+], predict the reaction product. The product is: [F:22][C:2]([C:5]1[CH:10]=[CH:9][N:8]=[C:7]([C:11]([O:13][CH2:14][CH3:15])=[O:12])[CH:6]=1)([CH3:4])[CH3:3]. (4) Given the reactants [C:1]1([C:24]2[CH:29]=[CH:28][CH:27]=[CH:26][CH:25]=2)[CH:6]=[CH:5][C:4]([CH2:7][C@@H:8]([NH:16][C:17]([O:19]C(C)(C)C)=O)[CH2:9][C@@H:10]([CH2:14][OH:15])[C:11]([OH:13])=[O:12])=[CH:3][CH:2]=1.CCN(C(C)C)C(C)C.[C:39](=[O:48])([O:44][CH:45]([CH3:47])[CH3:46])[O:40][CH:41](Cl)[CH3:42].[NH:49]1[CH:53]=[C:52](C(O)=O)[N:51]=[N:50]1.CN(C(ON1N=NC2C=CC=NC1=2)=[N+](C)C)C.F[P-](F)(F)(F)(F)F, predict the reaction product. The product is: [CH:45]([O:44][C:39]([O:40][CH:41]([O:13][C:11](=[O:12])[C@H:10]([CH2:14][OH:15])[CH2:9][C@H:8]([NH:16][C:17]([C:53]1[NH:49][N:50]=[N:51][CH:52]=1)=[O:19])[CH2:7][C:4]1[CH:3]=[CH:2][C:1]([C:24]2[CH:29]=[CH:28][CH:27]=[CH:26][CH:25]=2)=[CH:6][CH:5]=1)[CH3:42])=[O:48])([CH3:47])[CH3:46]. (5) Given the reactants Br[C:2]1[CH:14]=[CH:13][C:5]2[N:6]=[C:7]([NH:9][C:10](=[O:12])[CH3:11])[S:8][C:4]=2[CH:3]=1.[CH3:15][NH:16][C:17](=[O:33])[C:18]1[CH:23]=[CH:22][CH:21]=[C:20](B2OC(C)(C)C(C)(C)O2)[CH:19]=1, predict the reaction product. The product is: [C:10]([NH:9][C:7]1[S:8][C:4]2[CH:3]=[C:2]([C:20]3[CH:19]=[C:18]([CH:23]=[CH:22][CH:21]=3)[C:17]([NH:16][CH3:15])=[O:33])[CH:14]=[CH:13][C:5]=2[N:6]=1)(=[O:12])[CH3:11]. (6) Given the reactants Cl[C:2]1[C:11]2[C:6](=[CH:7][C:8]([O:12][CH3:13])=[CH:9][CH:10]=2)[CH:5]=[C:4]([NH:14][C:15]2[CH:19]=[CH:18][NH:17][N:16]=2)[N:3]=1.[N:20]1[CH:25]=[CH:24][CH:23]=[C:22](B(O)O)[CH:21]=1, predict the reaction product. The product is: [CH3:13][O:12][C:8]1[CH:7]=[C:6]2[C:11](=[CH:10][CH:9]=1)[C:2]([C:22]1[CH:21]=[N:20][CH:25]=[CH:24][CH:23]=1)=[N:3][C:4]([NH:14][C:15]1[CH:19]=[CH:18][NH:17][N:16]=1)=[CH:5]2.